This data is from Forward reaction prediction with 1.9M reactions from USPTO patents (1976-2016). The task is: Predict the product of the given reaction. (1) Given the reactants [N:1]1([CH2:6][CH2:7][CH2:8][NH2:9])[CH:5]=[CH:4][N:3]=[CH:2]1.[CH:10](=O)[C:11]1[CH:16]=[CH:15][CH:14]=[CH:13][CH:12]=1.C(O[C:21](=[O:34])[C:22](=[O:33])[CH2:23][C:24]1[C:32]2[C:27](=[CH:28][CH:29]=[CH:30][CH:31]=2)[NH:26][CH:25]=1)C, predict the reaction product. The product is: [OH:33][C:22]1[C:21](=[O:34])[N:9]([CH2:8][CH2:7][CH2:6][N:1]2[CH:5]=[CH:4][N:3]=[CH:2]2)[CH:10]([C:11]2[CH:16]=[CH:15][CH:14]=[CH:13][CH:12]=2)[C:23]=1[C:24]1[C:32]2[C:27](=[CH:28][CH:29]=[CH:30][CH:31]=2)[NH:26][CH:25]=1. (2) Given the reactants CC1(C)C(C)(C)OB([C:9]2[CH:14]=[CH:13][C:12]([C:15]3[CH:20]=[CH:19][C:18]([C@H:21]([N:23]4[CH2:27][CH2:26][CH2:25][CH2:24]4)[CH3:22])=[CH:17][CH:16]=3)=[CH:11][CH:10]=2)O1.Br[C:30]1[CH:31]=[N:32][C:33]([Cl:36])=[N:34][CH:35]=1, predict the reaction product. The product is: [Cl:36][C:33]1[N:34]=[CH:35][C:30]([C:9]2[CH:14]=[CH:13][C:12]([C:15]3[CH:20]=[CH:19][C:18]([CH:21]([N:23]4[CH2:27][CH2:26][CH2:25][CH2:24]4)[CH3:22])=[CH:17][CH:16]=3)=[CH:11][CH:10]=2)=[CH:31][N:32]=1. (3) Given the reactants [CH2:1]([O:3][C:4]([C:6]1([CH3:27])[CH2:11][CH2:10][N:9]([C:12]2[CH2:26][C:15]3([CH2:18][N:17]([C:19](OC(C)(C)C)=O)[CH2:16]3)[O:14][N:13]=2)[CH2:8][CH2:7]1)=[O:5])[CH3:2].[Cl:28][C:29]1[C:30]([O:43][CH3:44])=[C:31]([CH:34]=[C:35]([CH:40]2[CH2:42][CH2:41]2)[C:36]=1[CH:37]1[CH2:39][CH2:38]1)C=O, predict the reaction product. The product is: [Cl:28][C:29]1[C:30]([O:43][CH3:44])=[C:31]([CH:34]=[C:35]([CH:40]2[CH2:42][CH2:41]2)[C:36]=1[CH:37]1[CH2:38][CH2:39]1)[CH2:19][N:17]1[CH2:18][C:15]2([CH2:26][C:12]([N:9]3[CH2:8][CH2:7][C:6]([CH3:27])([C:4]([O:3][CH2:1][CH3:2])=[O:5])[CH2:11][CH2:10]3)=[N:13][O:14]2)[CH2:16]1. (4) Given the reactants C[O:2][C:3]([C:5]1[C:13]2[N:12]=[C:11]([C:14]3[CH:19]=[CH:18][CH:17]=[CH:16][C:15]=3[C:20]([F:23])([F:22])[F:21])[NH:10][C:9]=2[CH:8]=[C:7]([N:24]2[CH2:29][CH2:28][O:27][CH2:26][CH2:25]2)[CH:6]=1)=[O:4].Cl, predict the reaction product. The product is: [N:24]1([C:7]2[CH:6]=[C:5]([C:3]([OH:4])=[O:2])[C:13]3[N:12]=[C:11]([C:14]4[CH:19]=[CH:18][CH:17]=[CH:16][C:15]=4[C:20]([F:21])([F:23])[F:22])[NH:10][C:9]=3[CH:8]=2)[CH2:25][CH2:26][O:27][CH2:28][CH2:29]1. (5) Given the reactants [C]=[O:2].[H][H].N[C:6]1[CH:11]=CN=C[CH:7]=1.[CH2:12]([C@H:14]1[O:16][CH2:15]1)[Cl:13].C1[CH2:21][O:20]CC1, predict the reaction product. The product is: [CH:6]([O:2][C:21](=[O:20])[CH2:15][CH:14]([OH:16])[CH2:12][Cl:13])([CH3:11])[CH3:7]. (6) Given the reactants C([N:8]1[CH2:13][CH2:12][N:11]2[CH2:14][C@H:15]([CH2:18][O:19][C:20]3[CH:25]=[CH:24][C:23]([F:26])=[CH:22][CH:21]=3)[CH2:16][CH2:17][C@@H:10]2[CH2:9]1)(OC(C)(C)C)=O, predict the reaction product. The product is: [F:26][C:23]1[CH:22]=[CH:21][C:20]([O:19][CH2:18][C@H:15]2[CH2:14][N:11]3[CH2:12][CH2:13][NH:8][CH2:9][C@H:10]3[CH2:17][CH2:16]2)=[CH:25][CH:24]=1.